Dataset: Reaction yield outcomes from USPTO patents with 853,638 reactions. Task: Predict the reaction yield, written as a fraction of the theoretical maximum amount of product (1.0 means a 100% yield; for example, 0.34 means a 34% yield). (1) The reactants are [NH2:1][C:2]1[CH:18]=[CH:17][CH:16]=[C:15]([CH3:19])[C:3]=1[C:4]([NH:6][CH:7]1[CH2:12][CH2:11][C:10](=[O:13])[NH:9][C:8]1=[O:14])=[O:5].[CH:20](OC)(OC)OC.C1(C)C=CC(S(O)(=O)=O)=CC=1.O. The catalyst is C(#N)C.CCOCC. The product is [CH3:19][C:15]1[CH:16]=[CH:17][CH:18]=[C:2]2[C:3]=1[C:4](=[O:5])[N:6]([CH:7]1[CH2:12][CH2:11][C:10](=[O:13])[NH:9][C:8]1=[O:14])[CH:20]=[N:1]2. The yield is 0.470. (2) The reactants are O[Li].O.Cl.[NH2:5][C@H:6]1[C@@H:10]([CH3:11])[C@H:9]([CH3:12])[O:8][C:7]1=[O:13].N[C@H]1[C@@H](C)[C@H](C)[O:17]C1=O.C(O)(=O)C. The catalyst is O. The product is [OH:8][C@@H:9]([CH3:12])[C@H:10]([CH3:11])[C@@H:6]([C:7]([OH:13])=[O:17])[NH2:5]. The yield is 0.900. (3) The reactants are [C:1](Cl)(=[O:3])[CH3:2].[CH2:5]([N:9]1[C:13](=[O:14])[C:12]([NH:15][C:16]2[CH:17]=[C:18]3[C:23](=[CH:24][CH:25]=2)[CH2:22][NH:21][CH2:20][CH2:19]3)=[C:11]([C:26]2[CH:31]=[CH:30][CH:29]=[CH:28][CH:27]=2)[S:10]1(=[O:33])=[O:32])[CH2:6][CH2:7][CH3:8].CCOC(C)=O. The catalyst is C1COCC1. The product is [C:1]([N:21]1[CH2:20][CH2:19][C:18]2[C:23](=[CH:24][CH:25]=[C:16]([NH:15][C:12]3[C:13](=[O:14])[N:9]([CH2:5][CH2:6][CH2:7][CH3:8])[S:10](=[O:32])(=[O:33])[C:11]=3[C:26]3[CH:31]=[CH:30][CH:29]=[CH:28][CH:27]=3)[CH:17]=2)[CH2:22]1)(=[O:3])[CH3:2]. The yield is 0.640. (4) The reactants are Cl[C:2]1[N:7]=[C:6]([NH:8][CH2:9][CH2:10][CH3:11])[N:5]=[C:4]([NH:12][CH2:13][CH2:14][CH3:15])[N:3]=1.Cl.[CH2:17]([O:19][NH:20][CH3:21])[CH3:18]. No catalyst specified. The product is [CH2:13]([NH:12][C:4]1[N:5]=[C:6]([NH:8][CH2:9][CH2:10][CH3:11])[N:7]=[C:2]([N:20]([CH3:21])[O:19][CH2:17][CH3:18])[N:3]=1)[CH2:14][CH3:15]. The yield is 0.930. (5) The reactants are [CH3:1][CH:2]([CH2:4][CH2:5][CH2:6][C@H:7]([C@@H:9]1[C@:26]2([CH3:27])[C@H:12]([C@H:13]3[C@H:23]([CH2:24][CH2:25]2)[C@:21]2([CH3:22])[C:16]([CH2:17][C@@H:18]([N:28](S(C4C=CC=CC=4[N+]([O-])=O)(=O)=O)[CH2:29][CH2:30][CH2:31][NH:32][C:33](=[O:62])[CH2:34][CH2:35][NH:36][C:37](=[O:61])[CH2:38][CH2:39][NH:40][C:41](=[O:60])[CH2:42][CH2:43][CH2:44][CH2:45][CH2:46][NH:47][C:48]4[CH:53]=[CH:52][C:51]([N+:54]([O-:56])=[O:55])=[CH:50][C:49]=4[N+:57]([O-:59])=[O:58])[CH2:19][CH2:20]2)=[CH:15][CH2:14]3)[CH2:11][CH2:10]1)[CH3:8])[CH3:3].C([O-])([O-])=O.[K+].[K+].C1(S)C=CC=CC=1. The catalyst is CN(C=O)C.C1COCC1. The product is [CH3:3][CH:2]([CH2:4][CH2:5][CH2:6][C@H:7]([C@@H:9]1[C@:26]2([CH3:27])[C@H:12]([C@H:13]3[C@H:23]([CH2:24][CH2:25]2)[C@:21]2([CH3:22])[C:16]([CH2:17][C@@H:18]([NH:28][CH2:29][CH2:30][CH2:31][NH:32][C:33](=[O:62])[CH2:34][CH2:35][NH:36][C:37](=[O:61])[CH2:38][CH2:39][NH:40][C:41](=[O:60])[CH2:42][CH2:43][CH2:44][CH2:45][CH2:46][NH:47][C:48]4[CH:53]=[CH:52][C:51]([N+:54]([O-:56])=[O:55])=[CH:50][C:49]=4[N+:57]([O-:59])=[O:58])[CH2:19][CH2:20]2)=[CH:15][CH2:14]3)[CH2:11][CH2:10]1)[CH3:8])[CH3:1]. The yield is 0.720. (6) The reactants are [NH2:1][C:2]1[CH:10]=[C:6]([C:7]([OH:9])=[O:8])[C:5]([OH:11])=[CH:4][CH:3]=1.[N+:12]([C:15]1[CH:22]=[CH:21][C:18]([CH2:19]Br)=[CH:17][CH:16]=1)([O-:14])=[O:13]. No catalyst specified. The product is [N+:12]([C:15]1[CH:22]=[CH:21][C:18]([CH2:19][NH:1][C:2]2[CH:10]=[C:6]([C:7]([OH:9])=[O:8])[C:5]([OH:11])=[CH:4][CH:3]=2)=[CH:17][CH:16]=1)([O-:14])=[O:13]. The yield is 0.790. (7) The reactants are [N:1]([C:4]1[CH:9]=[CH:8][C:7]([O:10][C:11]([F:14])([F:13])[F:12])=[CH:6][CH:5]=1)=[C:2]=[O:3].[N+:15]([C:18]1[CH:23]=[CH:22][C:21]([N:24]2[CH2:29][CH2:28][CH2:27][CH:26]([NH:30][C@@H:31]3[CH2:36][CH2:35][CH2:34][CH2:33][C@H:32]3[NH2:37])[CH2:25]2)=[CH:20][CH:19]=1)([O-:17])=[O:16]. No catalyst specified. The product is [N+:15]([C:18]1[CH:19]=[CH:20][C:21]([N:24]2[CH2:29][CH2:28][CH2:27][C@H:26]([NH:30][C@@H:31]3[CH2:36][CH2:35][CH2:34][CH2:33][C@H:32]3[NH:37][C:2]([NH:1][C:4]3[CH:9]=[CH:8][C:7]([O:10][C:11]([F:12])([F:13])[F:14])=[CH:6][CH:5]=3)=[O:3])[CH2:25]2)=[CH:22][CH:23]=1)([O-:17])=[O:16]. The yield is 0.300. (8) The yield is 0.740. The product is [Cl:1][C:2]1[CH:9]=[CH:8][C:5](/[CH:6]=[C:14]2\[N:13]=[C:10]([CH3:11])[O:17][C:15]\2=[O:16])=[CH:4][CH:3]=1. The reactants are [Cl:1][C:2]1[CH:9]=[CH:8][C:5]([CH:6]=O)=[CH:4][CH:3]=1.[C:10]([NH:13][CH2:14][C:15]([OH:17])=[O:16])(=O)[CH3:11].C([O-])(=O)C.[Na+]. The catalyst is C(OC(=O)C)(=O)C.